Task: Predict the product of the given reaction.. Dataset: Forward reaction prediction with 1.9M reactions from USPTO patents (1976-2016) (1) Given the reactants [CH2:1]([O:8][C:9]([N:11]1[CH2:15][CH:14]([O:16][C:17](=[O:19])[CH3:18])[CH2:13][CH:12]1[CH2:20][CH:21]1[C:29]2[C:24](=[CH:25][CH:26]=[C:27](Br)[CH:28]=2)[N:23]([C:31](=[O:33])[CH3:32])[CH2:22]1)=[O:10])[C:2]1[CH:7]=[CH:6][CH:5]=[CH:4][CH:3]=1.C([O-])([O-])=O.[K+].[K+].CO[CH2:42][CH2:43]OC.O, predict the reaction product. The product is: [CH2:1]([O:8][C:9]([N:11]1[CH2:15][CH:14]([O:16][C:17](=[O:19])[CH3:18])[CH2:13][CH:12]1[CH2:20][CH:21]1[C:29]2[C:24](=[CH:25][CH:26]=[C:27]([CH:42]=[CH2:43])[CH:28]=2)[N:23]([C:31](=[O:33])[CH3:32])[CH2:22]1)=[O:10])[C:2]1[CH:7]=[CH:6][CH:5]=[CH:4][CH:3]=1. (2) Given the reactants [CH2:1]([O:3][C:4]([C:6]1[S:10][C:9]([C:11]([CH3:14])([CH3:13])[CH3:12])=[N:8][C:7]=1[CH2:15]Br)=[O:5])[CH3:2].[CH2:17]([O:19][C:20](=[O:34])[CH2:21][NH:22][CH2:23][C:24]1[CH:29]=[CH:28][C:27]([O:30][CH3:31])=[CH:26][C:25]=1[O:32][CH3:33])[CH3:18].C(=O)([O-])[O-].[K+].[K+], predict the reaction product. The product is: [CH2:1]([O:3][C:4]([C:6]1[S:10][C:9]([C:11]([CH3:14])([CH3:13])[CH3:12])=[N:8][C:7]=1[CH2:15][N:22]([CH2:23][C:24]1[CH:29]=[CH:28][C:27]([O:30][CH3:31])=[CH:26][C:25]=1[O:32][CH3:33])[CH2:21][C:20]([O:19][CH2:17][CH3:18])=[O:34])=[O:5])[CH3:2]. (3) Given the reactants [NH2:1][C@@H:2]([CH2:33][C:34]1[CH:39]=[CH:38][CH:37]=[CH:36][CH:35]=1)[C@@H:3]([OH:32])[CH2:4][C@@H:5]([NH:19][C:20]([C@@H:22]([NH:27][C:28](=[O:31])[O:29][CH3:30])[C:23]([CH3:26])([CH3:25])[CH3:24])=[O:21])[CH2:6][C:7]1[CH:12]=[CH:11][C:10]([C:13]2[CH:18]=[CH:17][CH:16]=[CH:15][N:14]=2)=[CH:9][CH:8]=1.[N:40]([C@@H:43]([C@H:47]1[CH2:51][CH2:50][O:49][CH2:48]1)[C:44](O)=[O:45])=[N+:41]=[N-:42].CCOP(ON1N=NC2C=CC=CC=2C1=O)(OCC)=O.C(N(CC)C(C)C)(C)C, predict the reaction product. The product is: [N:40]([C@@H:43]([C@H:47]1[CH2:51][CH2:50][O:49][CH2:48]1)[C:44]([NH:1][C@@H:2]([CH2:33][C:34]1[CH:35]=[CH:36][CH:37]=[CH:38][CH:39]=1)[C@@H:3]([OH:32])[CH2:4][C@@H:5]([NH:19][C:20](=[O:21])[C@H:22]([C:23]([CH3:26])([CH3:25])[CH3:24])[NH:27][C:28]([O:29][CH3:30])=[O:31])[CH2:6][C:7]1[CH:12]=[CH:11][C:10]([C:13]2[CH:18]=[CH:17][CH:16]=[CH:15][N:14]=2)=[CH:9][CH:8]=1)=[O:45])=[N+:41]=[N-:42]. (4) The product is: [C:12]([N:7]1[C:6]2[CH:15]=[C:2]([NH:1][C:17]3[N:22]=[C:21]([NH:23][C:24]4[CH:33]=[CH:32][CH:31]=[CH:30][C:25]=4[C:26]([NH:28][CH3:29])=[O:27])[C:20]([Cl:34])=[CH:19][N:18]=3)[CH:3]=[CH:4][C:5]=2[O:11][CH2:10][CH2:9][CH2:8]1)(=[O:14])[CH3:13]. Given the reactants [NH2:1][C:2]1[CH:3]=[CH:4][C:5]2[O:11][CH2:10][CH2:9][CH2:8][N:7]([C:12](=[O:14])[CH3:13])[C:6]=2[CH:15]=1.Cl[C:17]1[N:22]=[C:21]([NH:23][C:24]2[CH:33]=[CH:32][CH:31]=[CH:30][C:25]=2[C:26]([NH:28][CH3:29])=[O:27])[C:20]([Cl:34])=[CH:19][N:18]=1.C12(CS(O)(=O)=O)C(C)(C)C(CC1)CC2=O.C(=O)(O)[O-].[Na+].ClC1N=CC=CN=1, predict the reaction product. (5) Given the reactants [CH3:1][S:2]([N:5]1[CH2:9][CH2:8][CH:7]([CH2:10][C:11]([O:13]C(C)(C)C)=[O:12])[CH2:6]1)(=[O:4])=[O:3], predict the reaction product. The product is: [CH3:1][S:2]([N:5]1[CH2:9][CH2:8][CH:7]([CH2:10][C:11]([OH:13])=[O:12])[CH2:6]1)(=[O:4])=[O:3]. (6) Given the reactants [Cl:1][C:2]1[CH:29]=[CH:28][C:5]([CH2:6][C:7]2[N:8]=[C:9]([C:22]3[CH:27]=[CH:26][N:25]=[CH:24][CH:23]=3)[S:10][C:11]=2[C:12]2[NH:16][N:15]=[C:14]([C:17]([O:19]CC)=[O:18])[CH:13]=2)=[CH:4][CH:3]=1.[Li+].[OH-].Cl, predict the reaction product. The product is: [Cl:1][C:2]1[CH:3]=[CH:4][C:5]([CH2:6][C:7]2[N:8]=[C:9]([C:22]3[CH:27]=[CH:26][N:25]=[CH:24][CH:23]=3)[S:10][C:11]=2[C:12]2[NH:16][N:15]=[C:14]([C:17]([OH:19])=[O:18])[CH:13]=2)=[CH:28][CH:29]=1. (7) The product is: [OH:35][C@@H:33]1[CH2:32][N:31]([C:1](=[O:3])[CH3:2])[CH2:30][CH2:29][N:28]([C:21]2[CH:22]=[CH:23][C:24]([N+:25]([O-:27])=[O:26])=[C:19]([O:18][CH3:17])[CH:20]=2)[CH2:34]1. Given the reactants [C:1](N1C2C=CC=CC=2N(C(=O)C)C1=O)(=[O:3])[CH3:2].[CH3:17][O:18][C:19]1[CH:20]=[C:21]([N:28]2[CH2:34][C@H:33]([OH:35])[CH2:32][NH:31][CH2:30][CH2:29]2)[CH:22]=[CH:23][C:24]=1[N+:25]([O-:27])=[O:26], predict the reaction product.